From a dataset of Full USPTO retrosynthesis dataset with 1.9M reactions from patents (1976-2016). Predict the reactants needed to synthesize the given product. (1) Given the product [N+:1]([C:4]1[CH:11]=[CH:10][C:7]([CH2:8][N:12]2[CH2:17][CH2:16][O:15][CH2:14][CH2:13]2)=[CH:6][CH:5]=1)([O-:3])=[O:2], predict the reactants needed to synthesize it. The reactants are: [N+:1]([C:4]1[CH:11]=[CH:10][C:7]([CH2:8]Br)=[CH:6][CH:5]=1)([O-:3])=[O:2].[NH:12]1[CH2:17][CH2:16][O:15][CH2:14][CH2:13]1.C(=O)([O-])[O-].[K+].[K+]. (2) Given the product [CH2:39]([N:47]1[CH:51]=[C:50]([C:2]2[C:10]3[C:5](=[N:6][CH:7]=[C:8]([C:11]4[CH:12]=[N:13][N:14]([CH:16]5[CH2:21][CH2:20][N:19]([C:22]([O:24][C:25]([CH3:28])([CH3:27])[CH3:26])=[O:23])[CH2:18][CH2:17]5)[CH:15]=4)[CH:9]=3)[N:4]([S:29]([C:32]3[CH:38]=[CH:37][C:35]([CH3:36])=[CH:34][CH:33]=3)(=[O:31])=[O:30])[CH:3]=2)[CH:49]=[N:48]1)[CH2:40][C:41]1[CH:46]=[CH:45][CH:44]=[CH:43][CH:42]=1, predict the reactants needed to synthesize it. The reactants are: I[C:2]1[C:10]2[C:5](=[N:6][CH:7]=[C:8]([C:11]3[CH:12]=[N:13][N:14]([CH:16]4[CH2:21][CH2:20][N:19]([C:22]([O:24][C:25]([CH3:28])([CH3:27])[CH3:26])=[O:23])[CH2:18][CH2:17]4)[CH:15]=3)[CH:9]=2)[N:4]([S:29]([C:32]2[CH:38]=[CH:37][C:35]([CH3:36])=[CH:34][CH:33]=2)(=[O:31])=[O:30])[CH:3]=1.[CH2:39]([N:47]1[CH:51]=[C:50](B2OC(C)(C)C(C)(C)O2)[CH:49]=[N:48]1)[CH2:40][C:41]1[CH:46]=[CH:45][CH:44]=[CH:43][CH:42]=1.C(=O)([O-])[O-].[Na+].[Na+]. (3) Given the product [F:1][C:2]1[CH:7]=[CH:6][C:5]([CH:8]([C:31]2([OH:38])[CH2:32][CH2:33][N:34]([CH3:37])[CH2:35][CH2:36]2)[CH2:9][N:11]2[CH2:16][CH2:15][N:14]([CH2:17][CH2:18][CH2:19][CH2:20][C:21]3[C:30]4[C:25](=[CH:26][CH:27]=[CH:28][CH:29]=4)[CH:24]=[CH:23][CH:22]=3)[CH2:13][CH2:12]2)=[CH:4][CH:3]=1, predict the reactants needed to synthesize it. The reactants are: [F:1][C:2]1[CH:7]=[CH:6][C:5]([CH:8]([C:31]2([OH:38])[CH2:36][CH2:35][N:34]([CH3:37])[CH2:33][CH2:32]2)[C:9]([N:11]2[CH2:16][CH2:15][N:14]([CH2:17][CH2:18][CH2:19][CH2:20][C:21]3[C:30]4[C:25](=[CH:26][CH:27]=[CH:28][CH:29]=4)[CH:24]=[CH:23][CH:22]=3)[CH2:13][CH2:12]2)=O)=[CH:4][CH:3]=1.[H-].[Al+3].[Li+].[H-].[H-].[H-]. (4) The reactants are: [C:1]([O:5]C)(=O)[CH2:2][OH:3].[NH2:7][C:8]1[S:9][CH:10]=[C:11]([CH3:13])[N:12]=1. Given the product [OH:3][CH2:2][C:1]([NH:7][C:8]1[S:9][CH:10]=[C:11]([CH3:13])[N:12]=1)=[O:5], predict the reactants needed to synthesize it.